From a dataset of Full USPTO retrosynthesis dataset with 1.9M reactions from patents (1976-2016). Predict the reactants needed to synthesize the given product. (1) Given the product [CH:1]([C:4]1[S:5][C:6]([CH2:10][OH:11])=[C:7]([CH3:9])[N:8]=1)([CH3:3])[CH3:2], predict the reactants needed to synthesize it. The reactants are: [CH:1]([C:4]1[S:5][C:6]([C:10](OCC)=[O:11])=[C:7]([CH3:9])[N:8]=1)([CH3:3])[CH3:2].[H-].[Al+3].[Li+].[H-].[H-].[H-].O.O.O.O.O.O.O.O.O.O.S([O-])([O-])(=O)=O.[Na+].[Na+]. (2) Given the product [CH:41]1([C:44]#[C:45][CH2:46][NH:47][C:34](=[O:35])[C:33]2[CH:37]=[CH:38][CH:39]=[N:40][C:32]=2[NH:31][C:27]2[CH:26]=[C:25]3[C:30]([C:22](/[CH:21]=[CH:20]/[C:15]4[CH:14]=[C:13]([CH3:12])[CH:18]=[C:17]([CH3:19])[N:16]=4)=[N:23][NH:24]3)=[CH:29][CH:28]=2)[CH2:43][CH2:42]1, predict the reactants needed to synthesize it. The reactants are: C1(C)C=CC(S(O)(=O)=O)=CC=1.[CH3:12][C:13]1[CH:18]=[C:17]([CH3:19])[N:16]=[C:15]([CH:20]=[CH:21][C:22]2[C:30]3[C:25](=[CH:26][C:27]([NH:31][C:32]4[N:40]=[CH:39][CH:38]=[CH:37][C:33]=4[C:34](O)=[O:35])=[CH:28][CH:29]=3)[NH:24][N:23]=2)[CH:14]=1.[CH:41]1([C:44]#[C:45][CH2:46][NH2:47])[CH2:43][CH2:42]1. (3) Given the product [O:36]1[C:37]2[CH:43]=[CH:42][C:41]([O:44][C:2]3[N:10]=[CH:9][C:8]([F:11])=[CH:7][C:3]=3[C:4]([OH:6])=[O:5])=[CH:40][C:38]=2[O:39][CH2:35]1, predict the reactants needed to synthesize it. The reactants are: Cl[C:2]1[N:10]=[CH:9][C:8]([F:11])=[CH:7][C:3]=1[C:4]([OH:6])=[O:5].S(Cl)(Cl)=O.C(OC(=O)C1C=C(F)C=NC=1Cl)C.C(=O)([O-])[O-].[Cs+].[Cs+].[CH2:35]1[O:39][C:38]2[CH:40]=[C:41]([OH:44])[CH:42]=[CH:43][C:37]=2[O:36]1.[OH-].[Li+]. (4) Given the product [NH:36]1[C:37]2[C:42](=[CH:41][CH:40]=[CH:39][CH:38]=2)[C:34]([C:31]2[CH2:32][CH2:33][N:28]([CH2:12][C@@H:13]3[O:27][C:17]4=[C:18]5[C:23](=[CH:24][CH:25]=[C:16]4[O:15][CH2:14]3)[N:22]=[C:21]([CH3:26])[CH:20]=[CH:19]5)[CH2:29][CH:30]=2)=[CH:35]1, predict the reactants needed to synthesize it. The reactants are: BrC1C=CC(S(O[CH2:12][C@@H:13]2[O:27][C:17]3=[C:18]4[C:23](=[CH:24][CH:25]=[C:16]3[O:15][CH2:14]2)[N:22]=[C:21]([CH3:26])[CH:20]=[CH:19]4)(=O)=O)=CC=1.[NH:28]1[CH2:33][CH:32]=[C:31]([C:34]2[C:42]3[C:37](=[CH:38][CH:39]=[CH:40][CH:41]=3)[NH:36][CH:35]=2)[CH2:30][CH2:29]1.C(N(C(C)C)CC)(C)C.CO. (5) Given the product [N+:5]([C:8]1[CH:13]=[CH:12][C:11]([S:14]([N:17]2[CH2:22][CH2:21][CH:20]([C:23]([Cl:3])=[O:25])[CH2:19][CH2:18]2)(=[O:16])=[O:15])=[CH:10][CH:9]=1)([O-:7])=[O:6], predict the reactants needed to synthesize it. The reactants are: S(Cl)([Cl:3])=O.[N+:5]([C:8]1[CH:13]=[CH:12][C:11]([S:14]([N:17]2[CH2:22][CH2:21][CH:20]([C:23]([OH:25])=O)[CH2:19][CH2:18]2)(=[O:16])=[O:15])=[CH:10][CH:9]=1)([O-:7])=[O:6].